The task is: Regression. Given two drug SMILES strings and cell line genomic features, predict the synergy score measuring deviation from expected non-interaction effect.. This data is from NCI-60 drug combinations with 297,098 pairs across 59 cell lines. (1) Drug 1: CS(=O)(=O)CCNCC1=CC=C(O1)C2=CC3=C(C=C2)N=CN=C3NC4=CC(=C(C=C4)OCC5=CC(=CC=C5)F)Cl. Drug 2: C(CC(=O)O)C(=O)CN.Cl. Cell line: PC-3. Synergy scores: CSS=14.3, Synergy_ZIP=-4.27, Synergy_Bliss=-2.23, Synergy_Loewe=-1.49, Synergy_HSA=-1.50. (2) Drug 2: CNC(=O)C1=NC=CC(=C1)OC2=CC=C(C=C2)NC(=O)NC3=CC(=C(C=C3)Cl)C(F)(F)F. Synergy scores: CSS=2.94, Synergy_ZIP=-7.12, Synergy_Bliss=-0.724, Synergy_Loewe=-22.8, Synergy_HSA=-2.71. Cell line: OVCAR-4. Drug 1: CC1=CC2C(CCC3(C2CCC3(C(=O)C)OC(=O)C)C)C4(C1=CC(=O)CC4)C. (3) Drug 1: C1CC(=O)NC(=O)C1N2CC3=C(C2=O)C=CC=C3N. Drug 2: CNC(=O)C1=NC=CC(=C1)OC2=CC=C(C=C2)NC(=O)NC3=CC(=C(C=C3)Cl)C(F)(F)F. Cell line: A549. Synergy scores: CSS=12.8, Synergy_ZIP=-1.85, Synergy_Bliss=-0.741, Synergy_Loewe=-0.250, Synergy_HSA=0.0698. (4) Drug 1: C1=C(C(=O)NC(=O)N1)F. Drug 2: C1=CC(=CC=C1CC(C(=O)O)N)N(CCCl)CCCl.Cl. Cell line: MDA-MB-231. Synergy scores: CSS=26.7, Synergy_ZIP=0.133, Synergy_Bliss=2.90, Synergy_Loewe=4.51, Synergy_HSA=6.05. (5) Drug 1: C1=CC(=CC=C1CCC2=CNC3=C2C(=O)NC(=N3)N)C(=O)NC(CCC(=O)O)C(=O)O. Drug 2: CC1=CC=C(C=C1)C2=CC(=NN2C3=CC=C(C=C3)S(=O)(=O)N)C(F)(F)F. Cell line: EKVX. Synergy scores: CSS=-2.48, Synergy_ZIP=-2.20, Synergy_Bliss=-5.17, Synergy_Loewe=-5.64, Synergy_HSA=-5.96.